From a dataset of Catalyst prediction with 721,799 reactions and 888 catalyst types from USPTO. Predict which catalyst facilitates the given reaction. (1) Reactant: [CH2:1]([O:5][CH2:6][CH2:7][O:8][C:9]1[CH:14]=[CH:13][C:12]([C:15]2[CH:16]=[C:17]3[C:22](=[C:23](/[CH:25]=[C:26](\[CH3:32])/[C:27]([O:29]CC)=[O:28])[CH:24]=2)[N:21]([CH3:33])[CH2:20][CH2:19][CH2:18]3)=[CH:11][CH:10]=1)[CH2:2][CH2:3][CH3:4].[OH-].[Na+].Cl. Product: [CH2:1]([O:5][CH2:6][CH2:7][O:8][C:9]1[CH:14]=[CH:13][C:12]([C:15]2[CH:16]=[C:17]3[C:22](=[C:23](/[CH:25]=[C:26](\[CH3:32])/[C:27]([OH:29])=[O:28])[CH:24]=2)[N:21]([CH3:33])[CH2:20][CH2:19][CH2:18]3)=[CH:11][CH:10]=1)[CH2:2][CH2:3][CH3:4]. The catalyst class is: 353. (2) Reactant: [CH:1]([CH:3]=O)=[O:2].[NH2:5][CH:6]1[CH2:11][CH2:10][N:9]([C:12]([O:14][C:15]([CH3:18])([CH3:17])[CH3:16])=[O:13])[CH2:8][CH2:7]1.CC1C=CC(S([CH:29]([N+:36]#[C-:37])[C:30]2[CH:35]=[CH:34][CH:33]=[CH:32][CH:31]=2)(=O)=O)=CC=1.C(=O)([O-])[O-].[K+].[K+]. Product: [CH:1]([C:3]1[N:5]([CH:6]2[CH2:7][CH2:8][N:9]([C:12]([O:14][C:15]([CH3:18])([CH3:17])[CH3:16])=[O:13])[CH2:10][CH2:11]2)[CH:37]=[N:36][C:29]=1[C:30]1[CH:35]=[CH:34][CH:33]=[CH:32][CH:31]=1)=[O:2]. The catalyst class is: 9. (3) Product: [Br:10][CH2:8][CH2:7][CH2:6][N:1]1[CH:5]=[CH:4][CH:3]=[CH:2]1. Reactant: [N:1]1([CH2:6][CH2:7][CH2:8]O)[CH:5]=[CH:4][CH:3]=[CH:2]1.[Br-:10].[Br-].C1(P(C2C=CC=CC=2)C2C=CC=CC=2)C=CC=CC=1. The catalyst class is: 2.